Dataset: Full USPTO retrosynthesis dataset with 1.9M reactions from patents (1976-2016). Task: Predict the reactants needed to synthesize the given product. (1) Given the product [Si:14]([O:31][CH2:32][CH2:33][O:34][CH2:35][C@H:36]([O:41][C:42]1[C:43]2[CH:50]=[N:49][N:48]([C:51]3[CH:56]=[CH:55][CH:54]=[C:53]([Cl:57])[C:52]=3[CH3:58])[C:44]=2[N:45]=[CH:46][N:47]=1)[C:37]([NH:5][C:6]1[CH:13]=[CH:12][C:9]([C:10]#[N:11])=[CH:8][N:7]=1)=[O:38])([C:27]([CH3:28])([CH3:29])[CH3:30])([C:21]1[CH:22]=[CH:23][CH:24]=[CH:25][CH:26]=1)[C:15]1[CH:20]=[CH:19][CH:18]=[CH:17][CH:16]=1, predict the reactants needed to synthesize it. The reactants are: C[Al](C)C.[NH2:5][C:6]1[CH:13]=[CH:12][C:9]([C:10]#[N:11])=[CH:8][N:7]=1.[Si:14]([O:31][CH2:32][CH2:33][O:34][CH2:35][C@H:36]([O:41][C:42]1[N:47]=[CH:46][N:45]=[C:44]2[N:48]([C:51]3[CH:56]=[CH:55][CH:54]=[C:53]([Cl:57])[C:52]=3[CH3:58])[N:49]=[CH:50][C:43]=12)[C:37](OC)=[O:38])([C:27]([CH3:30])([CH3:29])[CH3:28])([C:21]1[CH:26]=[CH:25][CH:24]=[CH:23][CH:22]=1)[C:15]1[CH:20]=[CH:19][CH:18]=[CH:17][CH:16]=1.[C@H](O)(C([O-])=O)[C@@H](O)C([O-])=O.[Na+].[K+]. (2) Given the product [N:13]1([C:22]2[N:27]=[C:26]3[C:25]([NH:40][C:1](=[O:2])[N:28]3[C@H:29]3[C:38]4[C:33](=[C:34]([F:39])[CH:35]=[CH:36][CH:37]=4)[O:32][CH2:31][CH2:30]3)=[CH:24][N:23]=2)[C:17]2[CH:18]=[CH:19][CH:20]=[CH:21][C:16]=2[N:15]=[CH:14]1, predict the reactants needed to synthesize it. The reactants are: [C:1](N1C=CN=C1)(N1C=CN=C1)=[O:2].[N:13]1([C:22]2[N:27]=[C:26]([NH:28][C@H:29]3[C:38]4[C:33](=[C:34]([F:39])[CH:35]=[CH:36][CH:37]=4)[O:32][CH2:31][CH2:30]3)[C:25]([NH2:40])=[CH:24][N:23]=2)[C:17]2[CH:18]=[CH:19][CH:20]=[CH:21][C:16]=2[N:15]=[CH:14]1. (3) Given the product [Br:24][CH2:20][C:33]1[CH:36]=[CH:37][C:30]([C-:25]2[CH:29]=[CH:28][CH:27]=[CH:26]2)=[CH:31][CH:32]=1.[CH-:16]1[CH:17]=[CH:18][CH:19]=[CH:14]1.[Fe+2:43], predict the reactants needed to synthesize it. The reactants are: [C:18]1(P([C:14]2[CH:19]=[CH:18][CH:17]=[CH:16]C=2)[C:18]2[CH:19]=[CH:14]C=[CH:16][CH:17]=2)[CH:19]=[CH:14]C=[CH:16][CH:17]=1.[C:20]([Br:24])(Br)(Br)Br.[C-:25]1([C:30]2[CH:37]=[CH:36][C:33](CO)=[CH:32][CH:31]=2)[CH:29]=[CH:28][CH:27]=[CH:26]1.[CH-]1C=CC=C1.[Fe+2:43].